Dataset: NCI-60 drug combinations with 297,098 pairs across 59 cell lines. Task: Regression. Given two drug SMILES strings and cell line genomic features, predict the synergy score measuring deviation from expected non-interaction effect. (1) Drug 1: CC1=CC2C(CCC3(C2CCC3(C(=O)C)OC(=O)C)C)C4(C1=CC(=O)CC4)C. Drug 2: C1=CC(=CC=C1CCCC(=O)O)N(CCCl)CCCl. Cell line: KM12. Synergy scores: CSS=-3.15, Synergy_ZIP=-2.93, Synergy_Bliss=-9.91, Synergy_Loewe=-10.2, Synergy_HSA=-8.89. (2) Drug 1: CC12CCC(CC1=CCC3C2CCC4(C3CC=C4C5=CN=CC=C5)C)O. Drug 2: C1=CC(=CC=C1CCC2=CNC3=C2C(=O)NC(=N3)N)C(=O)NC(CCC(=O)O)C(=O)O. Cell line: UACC-257. Synergy scores: CSS=9.20, Synergy_ZIP=-4.17, Synergy_Bliss=-3.93, Synergy_Loewe=-7.92, Synergy_HSA=-3.15.